This data is from Catalyst prediction with 721,799 reactions and 888 catalyst types from USPTO. The task is: Predict which catalyst facilitates the given reaction. (1) Reactant: C([O:8][C:9]1[C:14]2[C:15]([NH:23][C:24]3[CH:29]=[CH:28][C:27]([S:30]([N:33]([CH3:35])[CH3:34])(=[O:32])=[O:31])=[CH:26][CH:25]=3)=[N:16][N:17]([CH:18]([CH3:22])[CH2:19][C:20]#[N:21])[C:13]=2[CH:12]=[CH:11][N:10]=1)C1C=CC=CC=1.C(OCC)(=O)C.[H][H]. Product: [C:20]([CH2:19][CH:18]([N:17]1[C:13]2[CH:12]=[CH:11][NH:10][C:9](=[O:8])[C:14]=2[C:15]([NH:23][C:24]2[CH:29]=[CH:28][C:27]([S:30]([N:33]([CH3:35])[CH3:34])(=[O:32])=[O:31])=[CH:26][CH:25]=2)=[N:16]1)[CH3:22])#[N:21]. The catalyst class is: 707. (2) Reactant: [S:1]1[C:5]2[CH:6]=[CH:7][CH:8]=[CH:9][C:4]=2[N:3]=[CH:2]1.[N:10]1[CH:15]=[CH:14][CH:13]=[N:12][C:11]=1[CH2:16][C:17]#[N:18].[N:19]1[CH:24]=[CH:23][CH:22]=[N:21][C:20]=1[CH2:25][C:26]([NH2:28])=[O:27].[H-].[Na+]. Product: [S:1]1[C:5]2[CH:6]=[CH:7][CH:8]=[CH:9][C:4]=2[NH:3][C:2]1=[C:16]([C:11]1[N:12]=[CH:13][CH:14]=[CH:15][N:10]=1)[C:17]#[N:18].[S:1]1[C:5]2[CH:6]=[CH:7][CH:8]=[CH:9][C:4]=2[NH:3][C:2]1=[C:25]([C:20]1[N:21]=[CH:22][CH:23]=[CH:24][N:19]=1)[C:26]([NH2:28])=[O:27]. The catalyst class is: 7. (3) Reactant: F[C:2]1[CH:18]=[C:17]([F:19])[CH:16]=[CH:15][C:3]=1[C:4]([CH:6]1[CH2:11][CH2:10][N:9]([C:12](=[O:14])[CH3:13])[CH2:8][CH2:7]1)=O.[C:20]([O:24][CH3:25])(=[O:23])[CH2:21][SH:22].[H-].[Na+]. Product: [CH3:25][O:24][C:20]([C:21]1[S:22][C:2]2[CH:18]=[C:17]([F:19])[CH:16]=[CH:15][C:3]=2[C:4]=1[CH:6]1[CH2:11][CH2:10][N:9]([C:12](=[O:14])[CH3:13])[CH2:8][CH2:7]1)=[O:23]. The catalyst class is: 1. (4) Reactant: [NH2:1][C:2]1[CH:7]=[C:6]([OH:8])[CH:5]=[C:4]([Cl:9])[C:3]=1[NH:10][C:11]([CH:13]1[CH2:18][CH2:17][O:16][CH2:15][CH2:14]1)=O.O.C1(C)C=CC(S(O)(=O)=O)=CC=1. Product: [Cl:9][C:4]1[C:3]2[NH:10][C:11]([CH:13]3[CH2:18][CH2:17][O:16][CH2:15][CH2:14]3)=[N:1][C:2]=2[CH:7]=[C:6]([OH:8])[CH:5]=1. The catalyst class is: 5. (5) Reactant: C([O:5][C:6]([C:8]1([C:18](=[O:31])[NH:19][C:20]2[CH:25]=[CH:24][C:23]([N:26]([CH2:29][CH3:30])[CH2:27][CH3:28])=[CH:22][CH:21]=2)[CH2:17][CH2:16][C:15]2[C:10](=[CH:11][CH:12]=[CH:13][CH:14]=2)[CH2:9]1)=[O:7])(C)(C)C. Product: [CH2:29]([N:26]([CH2:27][CH3:28])[C:23]1[CH:22]=[CH:21][C:20]([NH:19][C:18]([C:8]2([C:6]([OH:7])=[O:5])[CH2:17][CH2:16][C:15]3[C:10](=[CH:11][CH:12]=[CH:13][CH:14]=3)[CH2:9]2)=[O:31])=[CH:25][CH:24]=1)[CH3:30]. The catalyst class is: 89. (6) Reactant: [CH3:1][C:2](=[CH:21][C:22]1[CH:27]=[CH:26][CH:25]=[CH:24][CH:23]=1)[C:3]([NH:5][C@H:6]([C:17]([O:19]C)=[O:18])[CH2:7][C:8]1[C:16]2[C:11](=[CH:12][CH:13]=[CH:14][CH:15]=2)[NH:10][CH:9]=1)=[O:4].[OH-].[Na+]. Product: [CH3:1][C:2](=[CH:21][C:22]1[CH:27]=[CH:26][CH:25]=[CH:24][CH:23]=1)[C:3]([NH:5][C@H:6]([C:17]([OH:19])=[O:18])[CH2:7][C:8]1[C:16]2[C:11](=[CH:12][CH:13]=[CH:14][CH:15]=2)[NH:10][CH:9]=1)=[O:4]. The catalyst class is: 5. (7) Reactant: [F:1][C@@H:2]1[CH2:7][CH2:6][CH2:5][CH2:4][C@H:3]1[NH:8][C:9]1[C@:13]2([CH2:18][CH2:17][NH:16][C@@H:15]([CH3:19])[CH2:14]2)[N:12]([C:20]2[CH:25]=[CH:24][CH:23]=[C:22]([F:26])[CH:21]=2)[C:11](=[O:27])[N:10]=1.F[C@H]1CCCC[C@@H]1NC1[C@]2(CCN[C@@H](C)C2)N([C:47]2[CH:52]=[CH:51][CH:50]=[C:49](F)C=2)C(=O)N=1.C([O-])([O-])=O.[K+].[K+].BrCC1CCC1. Product: [CH:50]1([CH2:49][N:16]2[CH2:17][CH2:18][C@@:13]3([N:12]([C:20]4[CH:25]=[CH:24][CH:23]=[C:22]([F:26])[CH:21]=4)[C:11](=[O:27])[N:10]=[C:9]3[NH:8][C@@H:3]3[CH2:4][CH2:5][CH2:6][CH2:7][C@H:2]3[F:1])[CH2:14][C@@H:15]2[CH3:19])[CH2:51][CH2:52][CH2:47]1. The catalyst class is: 18. (8) Reactant: [Cl:1][C:2]1[CH:10]=[CH:9][C:5]([CH2:6][C:7]#[N:8])=[CH:4][CH:3]=1.[Br:11]([O-])(=O)=O.[Na+].S(=O)(O)[O-].[Na+].C(OCC)C. Product: [Br:11][CH:6]([C:5]1[CH:9]=[CH:10][C:2]([Cl:1])=[CH:3][CH:4]=1)[C:7]#[N:8]. The catalyst class is: 84. (9) Reactant: [CH2:1]([N:3]1[C:8]2[N:9]=[C:10](S(C)=O)[N:11]=[CH:12][C:7]=2[CH:6]=[CH:5][C:4]1=[O:16])[CH3:2].[O:17]1[CH2:22][CH2:21][N:20]([C:23]2[CH:29]=[CH:28][C:26]([NH2:27])=[CH:25][CH:24]=2)[CH2:19][CH2:18]1. Product: [CH2:1]([N:3]1[C:8]2[N:9]=[C:10]([NH:27][C:26]3[CH:25]=[CH:24][C:23]([N:20]4[CH2:21][CH2:22][O:17][CH2:18][CH2:19]4)=[CH:29][CH:28]=3)[N:11]=[CH:12][C:7]=2[CH:6]=[CH:5][C:4]1=[O:16])[CH3:2]. The catalyst class is: 13.